This data is from Reaction yield outcomes from USPTO patents with 853,638 reactions. The task is: Predict the reaction yield, written as a fraction of the theoretical maximum amount of product (1.0 means a 100% yield; for example, 0.34 means a 34% yield). The reactants are [F:1][C:2]1[CH:3]=[C:4]2[C:8](=[CH:9][CH:10]=1)[NH:7][C:6]([C:11]1[O:15][CH:14]=[N:13][CH:12]=1)=[CH:5]2.[C:16]([O:20][C:21](O[C:21]([O:20][C:16]([CH3:19])([CH3:18])[CH3:17])=[O:22])=[O:22])([CH3:19])([CH3:18])[CH3:17].C(N(CC)CC)C. The catalyst is C(Cl)Cl.CN(C)C1C=CN=CC=1.CCCCCC. The product is [F:1][C:2]1[CH:3]=[C:4]2[C:8](=[CH:9][CH:10]=1)[N:7]([C:21]([O:20][C:16]([CH3:19])([CH3:18])[CH3:17])=[O:22])[C:6]([C:11]1[O:15][CH:14]=[N:13][CH:12]=1)=[CH:5]2. The yield is 1.00.